The task is: Predict the reaction yield, written as a fraction of the theoretical maximum amount of product (1.0 means a 100% yield; for example, 0.34 means a 34% yield).. This data is from Reaction yield outcomes from USPTO patents with 853,638 reactions. (1) The reactants are [CH2:1]([C:3]1[CH:8]=[CH:7][C:6]([C:9]2[C:10]([CH:14]=[O:15])=[CH:11][S:12][CH:13]=2)=[CH:5][CH:4]=1)[CH3:2].[BH4-].[Na+]. The catalyst is CO. The product is [CH2:1]([C:3]1[CH:4]=[CH:5][C:6]([C:9]2[C:10]([CH2:14][OH:15])=[CH:11][S:12][CH:13]=2)=[CH:7][CH:8]=1)[CH3:2]. The yield is 0.970. (2) The reactants are [CH3:1][CH:2]([C:4]1[N:8]=[C:7]([N:9]2[CH2:14][CH2:13][CH:12]([CH:15]=[O:16])[CH2:11][CH2:10]2)[O:6][N:5]=1)[CH3:3].[CH3:17][Mg]Br. The catalyst is C1COCC1. The product is [CH3:3][CH:2]([C:4]1[N:8]=[C:7]([N:9]2[CH2:14][CH2:13][CH:12]([CH:15]([OH:16])[CH3:17])[CH2:11][CH2:10]2)[O:6][N:5]=1)[CH3:1]. The yield is 0.330.